From a dataset of Forward reaction prediction with 1.9M reactions from USPTO patents (1976-2016). Predict the product of the given reaction. (1) Given the reactants [CH3:1][N:2]1[N:6]=[N:5][C:4]([C:7]2[CH:8]=[N:9][N:10]([CH3:12])[CH:11]=2)=[N:3]1.[Cl:13]N1C(=O)CCC1=O, predict the reaction product. The product is: [Cl:13][C:11]1[N:10]([CH3:12])[N:9]=[CH:8][C:7]=1[C:4]1[N:5]=[N:6][N:2]([CH3:1])[N:3]=1. (2) Given the reactants [F:1][C:2]1[CH:3]=[C:4]([CH:24]=[CH:25][C:26]=1[F:27])[O:5][CH2:6]/[C:7](/[CH3:23])=[C:8](\[CH3:22])/[CH2:9][CH:10]([N:17]1[CH:21]=[N:20][CH:19]=[N:18]1)[C:11](=[O:16])[C:12]([CH3:15])([CH3:14])[CH3:13].[NH4+].[Cl-], predict the reaction product. The product is: [F:1][C:2]1[CH:3]=[C:4]([CH:24]=[CH:25][C:26]=1[F:27])[O:5][CH2:6]/[C:7](/[CH3:23])=[C:8](\[CH3:22])/[CH2:9][CH:10]([N:17]1[CH:21]=[N:20][CH:19]=[N:18]1)[CH:11]([OH:16])[C:12]([CH3:15])([CH3:14])[CH3:13]. (3) Given the reactants C([O:5][C:6](=[O:37])[CH2:7][N:8]1[CH:12]=[C:11]([NH:13][C:14]2[N:36]=[C:17]3[C:18]([C:22]4[CH2:23][CH2:24][N:25]([C:28](=[O:35])[CH2:29][CH2:30][C:31]([F:34])([F:33])[F:32])[CH2:26][CH:27]=4)=[CH:19][CH:20]=[CH:21][N:16]3[N:15]=2)[CH:10]=[N:9]1)(C)(C)C, predict the reaction product. The product is: [F:34][C:31]([F:32])([F:33])[CH2:30][CH2:29][C:28]([N:25]1[CH2:26][CH:27]=[C:22]([C:18]2[C:17]3[N:16]([N:15]=[C:14]([NH:13][C:11]4[CH:10]=[N:9][N:8]([CH2:7][C:6]([OH:37])=[O:5])[CH:12]=4)[N:36]=3)[CH:21]=[CH:20][CH:19]=2)[CH2:23][CH2:24]1)=[O:35]. (4) The product is: [Br:19][C:20]1[S:24][C:23]([S:25]([NH:18][C:5]2[CH:4]=[CH:3][C:2]([F:1])=[C:7]([F:8])[C:6]=2[NH:9][C:10]2[CH:15]=[CH:14][C:13]([I:16])=[CH:12][C:11]=2[F:17])(=[O:27])=[O:26])=[CH:22][CH:21]=1. Given the reactants [F:1][C:2]1[C:7]([F:8])=[C:6]([NH:9][C:10]2[CH:15]=[CH:14][C:13]([I:16])=[CH:12][C:11]=2[F:17])[C:5]([NH2:18])=[CH:4][CH:3]=1.[Br:19][C:20]1[S:24][C:23]([S:25](Cl)(=[O:27])=[O:26])=[CH:22][CH:21]=1, predict the reaction product. (5) Given the reactants [C:1]([C:3]1[CH:4]=[C:5]([CH3:12])[C:6]([C:9](O)=[O:10])=[N:7][CH:8]=1)#[N:2].C(Cl)(=O)C([Cl:16])=O.CN(C)C=O, predict the reaction product. The product is: [C:1]([C:3]1[CH:4]=[C:5]([CH3:12])[C:6]([C:9]([Cl:16])=[O:10])=[N:7][CH:8]=1)#[N:2]. (6) Given the reactants [CH3:1][O:2][C:3]1[CH:8]=[CH:7][C:6]([CH:9]([C:11]2[NH:19][C:14]3=[CH:15][N:16]=[CH:17][CH:18]=[C:13]3[CH:12]=2)[OH:10])=[CH:5][CH:4]=1, predict the reaction product. The product is: [CH3:1][O:2][C:3]1[CH:8]=[CH:7][C:6]([C:9]([C:11]2[NH:19][C:14]3=[CH:15][N:16]=[CH:17][CH:18]=[C:13]3[CH:12]=2)=[O:10])=[CH:5][CH:4]=1.